From a dataset of Reaction yield outcomes from USPTO patents with 853,638 reactions. Predict the reaction yield, written as a fraction of the theoretical maximum amount of product (1.0 means a 100% yield; for example, 0.34 means a 34% yield). (1) The reactants are [H-].[Na+].[CH2:3]1[CH2:16][O:15][C:14]2[CH:13]=[C:12]3[C:7]([C:8]([C:18]4[CH:23]=[CH:22][CH:21]=[CH:20][CH:19]=4)=[N:9][C:10](=[O:17])[NH:11]3)=[CH:6][C:5]=2[O:4]1.I[CH:25]([CH3:27])[CH3:26]. The catalyst is CN(C=O)C. The product is [CH2:3]1[CH2:16][O:15][C:14]2[CH:13]=[C:12]3[C:7]([C:8]([C:18]4[CH:23]=[CH:22][CH:21]=[CH:20][CH:19]=4)=[N:9][C:10]([O:17][CH:25]([CH3:27])[CH3:26])=[N:11]3)=[CH:6][C:5]=2[O:4]1. The yield is 0.830. (2) No catalyst specified. The yield is 0.720. The reactants are [CH2:1]([N:8]1[C:12]2=[C:13]([N:17]3[CH2:26][CH2:25][C:24]4[C:19](=[CH:20][CH:21]=[CH:22][CH:23]=4)[CH2:18]3)[N:14]=[CH:15][CH:16]=[C:11]2[CH:10]=[C:9]1[CH3:27])[C:2]1[CH:7]=[CH:6][CH:5]=[CH:4][CH:3]=1.[ClH:28].[CH2:29]([N:36]1[C:40]2=C(N3CCC4C(=CC=CC=4)C3)N=CC=C2C=[C:37]1C)C1C=CC=CC=1.C(=O)(O)[O-].[Na+]. The product is [ClH:28].[CH2:1]([N:8]1[C:12]2=[C:13]([N:17]3[CH2:26][CH2:25][C:24]4[C:19](=[CH:20][CH:21]=[CH:22][CH:23]=4)[CH2:18]3)[N:14]=[CH:15][CH:16]=[C:11]2[C:10]([CH2:29][N:36]([CH3:40])[CH3:37])=[C:9]1[CH3:27])[C:2]1[CH:3]=[CH:4][CH:5]=[CH:6][CH:7]=1. (3) The reactants are [CH3:1][N:2]([CH2:22][C@@H:23]1[C:26]2[CH:27]=[C:28]([O:33][CH3:34])[C:29]([O:31][CH3:32])=[CH:30][C:25]=2[CH2:24]1)[CH2:3][CH2:4][CH2:5][N:6]1[C:16](=[O:17])[CH2:15][C:14]2[C:9](=[CH:10][C:11]([O:20][CH3:21])=[C:12]([O:18][CH3:19])[CH:13]=2)[CH2:8][CH2:7]1.[C:35]([OH:40])(=[O:39])[C:36]([OH:38])=[O:37]. The catalyst is CC(C)=O. The product is [CH3:1][N:2]([CH2:22][C@@H:23]1[C:26]2[CH:27]=[C:28]([O:33][CH3:34])[C:29]([O:31][CH3:32])=[CH:30][C:25]=2[CH2:24]1)[CH2:3][CH2:4][CH2:5][N:6]1[C:16](=[O:17])[CH2:15][C:14]2[C:9](=[CH:10][C:11]([O:20][CH3:21])=[C:12]([O:18][CH3:19])[CH:13]=2)[CH2:8][CH2:7]1.[C:35]([O-:40])(=[O:39])[C:36]([O-:38])=[O:37]. The yield is 0.790. (4) The reactants are CC1(C)O[O:3]1.[CH3:6][C@H:7]1[C@H:28]2[O:29][C@@H:30]3[C@@:65]([CH3:68])([CH2:66][CH2:67][C@@H:27]2[O:26][C@@H:10]2[CH2:11][C@:12]4([CH3:25])[O:18][C@@H:17]5[C:19]([CH3:24])=[CH:20][C:21]([O:23][C@H:16]5[CH2:15][C@H:13]4[O:14][C@H:9]2[CH2:8]1)=[O:22])[O:64][C@@:33]1([CH3:69])[CH2:34][C@H:35]2[O:43][C@H:42]4[CH2:44][C@H:45]5[O:51][C@@:50]6([CH3:62])[C@@H:52]([OH:61])[CH2:53][C@@H:54]([CH2:56][C:57]([CH:59]=[O:60])=[CH2:58])[O:55][C@@H:49]6[CH2:48][C@@H:46]5[O:47][C@@H:41]4[CH:40]=[CH:39][CH2:38][C@:36]2([CH3:63])[O:37][C@@H:32]1[CH2:31]3. The catalyst is CC(C)=O. The product is [CH3:6][C@H:7]1[CH:28]2[O:29][CH:30]3[C@@:65]([CH3:68])([CH2:66][CH2:67][CH:27]2[O:26][CH:10]2[CH2:11][C@:12]4([CH3:25])[O:18][CH:17]5[C:19]([CH3:24])=[CH:20][C:21]([O:23][CH:16]5[CH2:15][CH:13]4[O:14][CH:9]2[CH2:8]1)=[O:22])[O:64][C@@:33]1([CH3:69])[CH2:34][CH:35]2[O:43][CH:42]4[CH2:44][CH:45]5[O:51][C@@:50]6([CH3:62])[CH:52]([OH:61])[CH2:53][CH:54]([CH2:56][C:57]([CH:59]=[O:60])=[CH2:58])[O:55][CH:49]6[CH2:48][CH:46]5[O:47][CH:41]4[CH:40]4[O:3][CH:39]4[CH2:38][C@@:36]2([CH3:63])[O:37][CH:32]1[CH2:31]3. The yield is 0.950. (5) The reactants are Cl.[CH3:2][NH:3][O:4][CH3:5].C(N(CC)CC)C.O.[CH:14]1([C:20](Cl)=[O:21])[CH2:19][CH2:18][CH2:17][CH2:16][CH2:15]1. The catalyst is ClCCl. The product is [CH3:2][N:3]([O:4][CH3:5])[C:20]([CH:14]1[CH2:19][CH2:18][CH2:17][CH2:16][CH2:15]1)=[O:21]. The yield is 0.800. (6) The reactants are [NH2:1][C:2]1[CH:3]=[C:4]([CH:9]2[CH2:14][CH2:13][N:12]([C:15]([O:17][C:18]([CH3:21])([CH3:20])[CH3:19])=[O:16])[CH2:11][CH2:10]2)[C:5]([CH3:8])=[CH:6][CH:7]=1.[CH3:22][C:23]1([CH3:42])[C:27]([CH3:29])([CH3:28])[O:26][B:25]([C:30]2[CH:35]=[CH:34][C:33]([CH2:36][CH2:37][CH2:38][C:39](O)=[O:40])=[CH:32][CH:31]=2)[O:24]1.F[P-](F)(F)(F)(F)F.CN(C(=[N+](C)C)ON1C2=NC=CC=C2N=N1)C.C(N(C(C)C)CC)(C)C. The catalyst is CN(C)C=O. The product is [CH3:8][C:5]1[CH:6]=[CH:7][C:2]([NH:1][C:39](=[O:40])[CH2:38][CH2:37][CH2:36][C:33]2[CH:32]=[CH:31][C:30]([B:25]3[O:24][C:23]([CH3:22])([CH3:42])[C:27]([CH3:29])([CH3:28])[O:26]3)=[CH:35][CH:34]=2)=[CH:3][C:4]=1[CH:9]1[CH2:14][CH2:13][N:12]([C:15]([O:17][C:18]([CH3:21])([CH3:20])[CH3:19])=[O:16])[CH2:11][CH2:10]1. The yield is 0.530. (7) The reactants are [Br:1][C:2]1[C:10]2[C:5](=[CH:6][CH:7]=[C:8]([C:11]3[N:15]=[CH:14][NH:13][N:12]=3)[CH:9]=2)[N:4]([CH:16]2[CH2:21][CH2:20][CH2:19][CH2:18][O:17]2)[N:3]=1.N1C=CC=CC=1.C(N(CC)CC)C.[C:35](Cl)([C:48]1[CH:53]=[CH:52][CH:51]=[CH:50][CH:49]=1)([C:42]1[CH:47]=[CH:46][CH:45]=[CH:44][CH:43]=1)[C:36]1[CH:41]=[CH:40][CH:39]=[CH:38][CH:37]=1. The catalyst is CO. The product is [Br:1][C:2]1[C:10]2[C:5](=[CH:6][CH:7]=[C:8]([C:11]3[N:15]=[CH:14][N:13]([C:35]([C:36]4[CH:41]=[CH:40][CH:39]=[CH:38][CH:37]=4)([C:48]4[CH:49]=[CH:50][CH:51]=[CH:52][CH:53]=4)[C:42]4[CH:43]=[CH:44][CH:45]=[CH:46][CH:47]=4)[N:12]=3)[CH:9]=2)[N:4]([CH:16]2[CH2:21][CH2:20][CH2:19][CH2:18][O:17]2)[N:3]=1. The yield is 0.950.